The task is: Predict the reaction yield, written as a fraction of the theoretical maximum amount of product (1.0 means a 100% yield; for example, 0.34 means a 34% yield).. This data is from Reaction yield outcomes from USPTO patents with 853,638 reactions. (1) The reactants are Br[C:2]1[CH:3]=[C:4]([C:8]2[CH:13]=[CH:12][CH:11]=[C:10](Br)[CH:9]=2)[CH:5]=[CH:6][CH:7]=1.CC1(C)C(C)(C)OB([C:23]2[CH:40]=[CH:39][C:38]3[C:40]4[C:23](=[CH:24][CH:25]=[CH:38][CH:39]=4)[C:40]4[C:23](=[CH:24][CH:25]=[CH:38][CH:39]=4)[C:25]=3[CH:24]=2)O1.C1(P(C2CCCCC2)[C:49]2[CH:54]=[CH:53][CH:52]=[CH:51][C:50]=2[C:55]2[C:60](OC)=[CH:59][CH:58]=[CH:57][C:56]=2OC)CCCCC1. The catalyst is [Pd].C(=CC(C=CC1C=CC=CC=1)=O)C1C=CC=CC=1.C(=CC(C=CC1C=CC=CC=1)=O)C1C=CC=CC=1.C(=CC(C=CC1C=CC=CC=1)=O)C1C=CC=CC=1.O.[O-]P([O-])([O-])=O.[K+].[K+].[K+]. The product is [CH:2]1[C:3]2[C:23]3[C:40](=[CH:39][CH:38]=[CH:25][CH:24]=3)[C:13]3[C:8](=[CH:9][CH:10]=[CH:11][CH:12]=3)[C:4]=2[CH:5]=[CH:6][C:7]=1[C:39]1[CH:38]=[C:25]([C:23]2[CH:40]=[CH:39][CH:38]=[C:25]([C:23]3[CH:40]=[CH:39][C:38]4[C:49]5[C:50](=[CH:51][CH:52]=[CH:53][CH:54]=5)[C:55]5[C:56](=[CH:57][CH:58]=[CH:59][CH:60]=5)[C:25]=4[CH:24]=3)[CH:24]=2)[CH:24]=[CH:23][CH:40]=1. The yield is 0.890. (2) The reactants are Cl.[F:2][C:3]1[CH:11]=[C:10]2[C:6]([C:7]([C:21]3[CH:22]=[N:23][N:24]([CH:26]4[CH2:31][CH2:30][NH:29][CH2:28][CH2:27]4)[CH:25]=3)=[CH:8][N:9]2[S:12]([C:15]2[CH:20]=[CH:19][CH:18]=[CH:17][CH:16]=2)(=[O:14])=[O:13])=[CH:5][CH:4]=1.CCN(CC)CC.[C:39](Cl)(=[O:41])[CH3:40]. The catalyst is C(Cl)Cl. The product is [F:2][C:3]1[CH:11]=[C:10]2[C:6]([C:7]([C:21]3[CH:22]=[N:23][N:24]([CH:26]4[CH2:31][CH2:30][N:29]([C:39](=[O:41])[CH3:40])[CH2:28][CH2:27]4)[CH:25]=3)=[CH:8][N:9]2[S:12]([C:15]2[CH:16]=[CH:17][CH:18]=[CH:19][CH:20]=2)(=[O:13])=[O:14])=[CH:5][CH:4]=1. The yield is 1.00.